This data is from Full USPTO retrosynthesis dataset with 1.9M reactions from patents (1976-2016). The task is: Predict the reactants needed to synthesize the given product. (1) Given the product [CH2:29]([NH:28][C:27]([NH:26][C:24]1[S:25][C:21]2[C:20]([OH:40])=[CH:19][C:18]([C:15]3[CH:16]=[N:17][C:12]([N:9]4[CH2:8][CH2:7][C:6]([CH3:36])([C:4]([OH:3])=[O:5])[CH2:11][CH2:10]4)=[N:13][CH:14]=3)=[CH:32][C:22]=2[N:23]=1)=[O:31])[CH3:30], predict the reactants needed to synthesize it. The reactants are: C([O:3][C:4]([C:6]1([CH3:36])[CH2:11][CH2:10][N:9]([C:12]2[N:17]=[CH:16][C:15]([C:18]3[CH:19]=[C:20](B(O)O)[C:21]4[S:25][C:24]([NH:26][C:27](=[O:31])[NH:28][CH2:29][CH3:30])=[N:23][C:22]=4[CH:32]=3)=[CH:14][N:13]=2)[CH2:8][CH2:7]1)=[O:5])C.OO.S(=O)(=O)(O)[OH:40]. (2) Given the product [CH2:11]([O:13][C:14](=[O:35])[C:15]1[CH:20]=[CH:19][N:18]=[C:17]([N:21]2[C:25]([CH3:26])=[CH:24][CH:23]=[C:22]2[C:27]2[CH:32]=[C:31]([Cl:33])[CH:30]=[CH:29][C:28]=2[O:34][CH2:4][C:3]2[CH:6]=[CH:7][C:8]([F:10])=[CH:9][C:2]=2[F:1])[CH:16]=1)[CH3:12], predict the reactants needed to synthesize it. The reactants are: [F:1][C:2]1[CH:9]=[C:8]([F:10])[CH:7]=[CH:6][C:3]=1[CH2:4]Br.[CH2:11]([O:13][C:14](=[O:35])[C:15]1[CH:20]=[CH:19][N:18]=[C:17]([N:21]2[C:25]([CH3:26])=[CH:24][CH:23]=[C:22]2[C:27]2[CH:32]=[C:31]([Cl:33])[CH:30]=[CH:29][C:28]=2[OH:34])[CH:16]=1)[CH3:12].C([O-])([O-])=O.[K+].[K+].